Predict the product of the given reaction. From a dataset of Forward reaction prediction with 1.9M reactions from USPTO patents (1976-2016). (1) The product is: [N:19]1([CH2:17][N:9]2[C:10]3[C:15](=[CH:14][CH:13]=[CH:12][CH:11]=3)[C:7](=[CH:6][C:2]3[NH:1][CH:5]=[CH:4][CH:3]=3)[C:8]2=[O:16])[CH2:24][CH2:23][O:22][CH2:21][CH2:20]1. Given the reactants [NH:1]1[CH:5]=[CH:4][CH:3]=[C:2]1/[CH:6]=[C:7]1\[C:8](=[O:16])[NH:9][C:10]2[C:15]\1=[CH:14][CH:13]=[CH:12][CH:11]=2.[CH2:17]=O.[NH:19]1[CH2:24][CH2:23][O:22][CH2:21][CH2:20]1, predict the reaction product. (2) The product is: [CH2:1]([O:3][C:4]([N:6]1[CH2:12][CH:11]([NH:13][C:29](=[O:30])[C:28]2[CH:32]=[CH:33][C:34]([O:36][CH3:37])=[CH:35][C:27]=2[O:26][CH3:25])[C:10]2=[N:14][C:15]([C:19]3[CH:20]=[CH:21][N:22]=[CH:23][CH:24]=3)=[CH:16][C:17](=[O:18])[N:9]2[CH2:8][CH2:7]1)=[O:5])[CH3:2]. Given the reactants [CH2:1]([O:3][C:4]([N:6]1[CH2:12][CH:11]([NH2:13])[C:10]2=[N:14][C:15]([C:19]3[CH:24]=[CH:23][N:22]=[CH:21][CH:20]=3)=[CH:16][C:17](=[O:18])[N:9]2[CH2:8][CH2:7]1)=[O:5])[CH3:2].[CH3:25][O:26][C:27]1[CH:35]=[C:34]([O:36][CH3:37])[CH:33]=[CH:32][C:28]=1[C:29](O)=[O:30].ClC1C=CC(C(O)=O)=C(OC)C=1, predict the reaction product. (3) Given the reactants CC1C=CC([N:8]=[C:9]=[O:10])=CC=1[N:11]=[C:12]=[O:13].C1C([NH2:20])=CC=C(S(C2C=CC(N)=CC=2)(=O)=O)C=1.[C:31]1([OH:37])C=CC=C[CH:32]=1.C(N(CC)CC)C, predict the reaction product. The product is: [NH2:20][C:12]([NH2:11])=[O:13].[NH2:8][C:9]([O:37][CH2:31][CH3:32])=[O:10]. (4) Given the reactants Br[C:2]1[C:7]([O:8][CH3:9])=[CH:6][C:5]([C:10]([CH3:13])([CH3:12])[CH3:11])=[CH:4][C:3]=1[C:14]([CH3:17])([CH3:16])[CH3:15].[Cl:18][C:19]1[CH:24]=[CH:23][C:22](B(O)O)=[CH:21][CH:20]=1.[OH-].[Na+], predict the reaction product. The product is: [C:14]([C:3]1[CH:4]=[C:5]([C:10]([CH3:13])([CH3:12])[CH3:11])[CH:6]=[C:7]([O:8][CH3:9])[C:2]=1[C:22]1[CH:23]=[CH:24][C:19]([Cl:18])=[CH:20][CH:21]=1)([CH3:17])([CH3:16])[CH3:15]. (5) Given the reactants C(OC(=O)[NH:7][C:8]1[CH:13]=[C:12]([Cl:14])[C:11]([C:15]2[S:16][C:17]3[C:18]([NH:24][C:25]4[CH:30]=[C:29]([CH3:31])[N:28]=[CH:27][N:26]=4)=[N:19][CH:20]=[CH:21][C:22]=3[N:23]=2)=[C:10]([Cl:32])[CH:9]=1)(C)(C)C.C(OC(=O)NC1C=C(Cl)C(C2SC3C(Cl)=NC=CC=3N=2)=C(Cl)C=1)(C)(C)C.CC1N=CN=C(N)C=1.CC1(C)C2C(=C(P(C3C=CC=CC=3)C3C=CC=CC=3)C=CC=2)OC2C(P(C3C=CC=CC=3)C3C=CC=CC=3)=CC=CC1=2.C([O-])([O-])=O.[Cs+].[Cs+], predict the reaction product. The product is: [NH2:7][C:8]1[CH:9]=[C:10]([Cl:32])[C:11]([C:15]2[S:16][C:17]3[C:18]([NH:24][C:25]4[CH:30]=[C:29]([CH3:31])[N:28]=[CH:27][N:26]=4)=[N:19][CH:20]=[CH:21][C:22]=3[N:23]=2)=[C:12]([Cl:14])[CH:13]=1.